This data is from Full USPTO retrosynthesis dataset with 1.9M reactions from patents (1976-2016). The task is: Predict the reactants needed to synthesize the given product. (1) Given the product [CH3:46][O:47][C:48]1[CH:53]=[C:52]([N+:54]([O-:56])=[O:55])[CH:51]=[CH:50][C:49]=1[C:2]1[CH:7]=[CH:6][N:5]=[C:4]([NH2:8])[CH:3]=1, predict the reactants needed to synthesize it. The reactants are: Cl[C:2]1[CH:7]=[CH:6][N:5]=[C:4]([NH2:8])[CH:3]=1.[O-]P([O-])([O-])=O.[K+].[K+].[K+].C1(P(C2CCCCC2)C2C=CC=CC=2C2C(OC)=CC=CC=2OC)CCCCC1.[CH3:46][O:47][C:48]1[CH:53]=[C:52]([N+:54]([O-:56])=[O:55])[CH:51]=[CH:50][C:49]=1B1OC(C)(C)C(C)(C)O1. (2) Given the product [CH3:21][O:22][CH2:2][C:3]1[CH:4]=[C:5]2[CH:11]=[N:10][NH:9][C:6]2=[N:7][CH:8]=1, predict the reactants needed to synthesize it. The reactants are: Cl[CH2:2][C:3]1[CH:8]=[N:7][C:6]2[N:9](CC)[N:10]=[CH:11][C:5]=2[C:4]=1NC1CCOCC1.[CH3:21][OH:22]. (3) Given the product [CH3:7][C:5]([O:8][C@H:9]([CH3:41])[C@@H:10]([C:37]([OH:39])=[O:38])[NH:11][C:12]([C:14]1[C:23]([NH:24][C:25](=[O:36])[CH2:26][C:27]2[C:28]([CH3:35])=[CH:29][C:30]([CH3:34])=[CH:31][C:32]=2[CH3:33])=[CH:22][C:21]2[C:16](=[CH:17][CH:18]=[CH:19][CH:20]=2)[CH:15]=1)=[O:13])([CH3:4])[CH3:6], predict the reactants needed to synthesize it. The reactants are: O.[OH-].[Li+].[CH3:4][C:5]([O:8][C@H:9]([CH3:41])[C@@H:10]([C:37]([O:39]C)=[O:38])[NH:11][C:12]([C:14]1[C:23]([NH:24][C:25](=[O:36])[CH2:26][C:27]2[C:32]([CH3:33])=[CH:31][C:30]([CH3:34])=[CH:29][C:28]=2[CH3:35])=[CH:22][C:21]2[C:16](=[CH:17][CH:18]=[CH:19][CH:20]=2)[CH:15]=1)=[O:13])([CH3:7])[CH3:6].O.Cl. (4) Given the product [CH3:28][O:29][C:30](=[O:40])[CH2:31][C:32]1[CH:33]=[C:34]([C:10]2[CH:11]=[CH:12][C:13]([C:15]([F:16])([F:17])[F:18])=[CH:14][C:9]=2[CH2:8][N:3]([CH2:1][CH3:2])[C:4]([NH:6][CH3:7])=[O:5])[CH:35]=[C:36]([Cl:38])[CH:37]=1, predict the reactants needed to synthesize it. The reactants are: [CH2:1]([N:3]([CH2:8][C:9]1[CH:14]=[C:13]([C:15]([F:18])([F:17])[F:16])[CH:12]=[CH:11][C:10]=1B1OC(C)(C)C(C)(C)O1)[C:4]([NH:6][CH3:7])=[O:5])[CH3:2].[CH3:28][O:29][C:30](=[O:40])[CH2:31][C:32]1[CH:37]=[C:36]([Cl:38])[CH:35]=[C:34](Br)[CH:33]=1. (5) Given the product [F:16][C:2]([F:1])([CH3:15])[CH2:3][NH:4][C:5]1[N:13]=[CH:12][C:11]([F:14])=[CH:10][C:6]=1[C:7]([NH:22][C:18]([CH3:19])([C:20]#[CH:21])[CH3:17])=[O:9], predict the reactants needed to synthesize it. The reactants are: [F:1][C:2]([F:16])([CH3:15])[CH2:3][NH:4][C:5]1[N:13]=[CH:12][C:11]([F:14])=[CH:10][C:6]=1[C:7]([OH:9])=O.[CH3:17][C:18]([NH2:22])([C:20]#[CH:21])[CH3:19].C1C=CC2N(O)N=NC=2C=1.CCN=C=NCCCN(C)C.CCN(C(C)C)C(C)C. (6) Given the product [C:19]([CH2:18][CH2:17][N:16]([C@H:25]1[CH2:30][CH2:29][C@H:28]([CH3:31])[CH2:27][CH2:26]1)[C:14](=[O:15])[NH:13][C:11]1[S:12][C:8]([S:7][CH2:2][C:3]([OH:5])=[O:4])=[CH:9][N:10]=1)#[N:36], predict the reactants needed to synthesize it. The reactants are: C[C:2]([S:7][C:8]1[S:12][C:11]([NH:13][C:14]([N:16]([C@H:25]2[CH2:30][CH2:29][C@H:28]([CH3:31])[CH2:27][CH2:26]2)[CH2:17][CH2:18][C:19]2C=CC=CC=2)=[O:15])=[N:10][CH:9]=1)(C)[C:3]([OH:5])=[O:4].BrCCC#[N:36]. (7) Given the product [C:12]([C:13]1[C:26]2[C:17](=[C:18]3[CH2:29][CH2:28][CH2:27][N:20]4[CH2:21][CH2:22][CH2:23][C:24]([CH:25]=2)=[C:19]34)[O:16][C:15](=[O:30])[CH:14]=1)#[CH:11], predict the reactants needed to synthesize it. The reactants are: C([O-])([O-])=O.[K+].[K+].C[Si]([C:11]#[C:12][C:13]1[C:26]2[C:17](=[C:18]3[CH2:29][CH2:28][CH2:27][N:20]4[CH2:21][CH2:22][CH2:23][C:24]([CH:25]=2)=[C:19]34)[O:16][C:15](=[O:30])[CH:14]=1)(C)C. (8) Given the product [CH2:42]([O:41][C:39](=[O:40])[CH:38]([O:28][CH2:27][CH2:26][O:25][CH2:24][CH2:23][O:22][CH2:21][CH2:20][O:19][CH2:18][CH2:17][O:16][CH2:15][CH2:14][O:13][CH2:12][CH2:11][O:10][CH2:3][C:4]1[CH:5]=[CH:6][CH:7]=[CH:8][CH:9]=1)[CH2:37][CH2:36][CH2:35][CH3:34])[CH3:43], predict the reactants needed to synthesize it. The reactants are: [H-].[Na+].[CH2:3]([O:10][CH2:11][CH2:12][O:13][CH2:14][CH2:15][O:16][CH2:17][CH2:18][O:19][CH2:20][CH2:21][O:22][CH2:23][CH2:24][O:25][CH2:26][CH2:27][OH:28])[C:4]1[CH:9]=[CH:8][CH:7]=[CH:6][CH:5]=1.CS(O[CH2:34][CH2:35][CH2:36][CH2:37][CH2:38][C:39]([O:41][CH2:42][CH3:43])=[O:40])(=O)=O.